This data is from Reaction yield outcomes from USPTO patents with 853,638 reactions. The task is: Predict the reaction yield, written as a fraction of the theoretical maximum amount of product (1.0 means a 100% yield; for example, 0.34 means a 34% yield). The product is [O:16]([C:14]1[CH:15]=[C:10]([CH2:9][OH:8])[CH:11]=[N:12][CH:13]=1)[C:17]1[CH:18]=[CH:19][CH:20]=[CH:21][CH:22]=1. The yield is 0.780. The catalyst is O1CCCC1. The reactants are [H-].[Al+3].[Li+].[H-].[H-].[H-].C[O:8][C:9](=O)[C:10]1[CH:15]=[C:14]([O:16][C:17]2[CH:22]=[CH:21][CH:20]=[CH:19][CH:18]=2)[CH:13]=[N:12][CH:11]=1.O.[OH-].[Na+].